From a dataset of Reaction yield outcomes from USPTO patents with 853,638 reactions. Predict the reaction yield, written as a fraction of the theoretical maximum amount of product (1.0 means a 100% yield; for example, 0.34 means a 34% yield). (1) The catalyst is ClC(Cl)C. The reactants are [O:1]=[C:2]1[C:10]2([CH2:14][O:13][C:12]3[CH:15]=[C:16]4[C:20](=[CH:21][C:11]2=3)[CH2:19][CH2:18][O:17]4)[C:9]2[C:8]([CH:22]=O)=[CH:7][CH:6]=[CH:5][C:4]=2[N:3]1[CH2:24][C@H:25]1[CH2:29][CH2:28][CH2:27][O:26]1.[CH3:30][NH:31][CH3:32].C(O[BH-](OC(=O)C)OC(=O)C)(=O)C.[Na+]. The yield is 0.460. The product is [CH3:30][N:31]([CH2:22][C:8]1[CH:7]=[CH:6][CH:5]=[C:4]2[C:9]=1[C:10]1([CH2:14][O:13][C:12]3[CH:15]=[C:16]4[C:20](=[CH:21][C:11]1=3)[CH2:19][CH2:18][O:17]4)[C:2](=[O:1])[N:3]2[CH2:24][C@H:25]1[CH2:29][CH2:28][CH2:27][O:26]1)[CH3:32]. (2) The reactants are [Br:1][C:2]1[CH:3]=[N:4][N:5]2[CH:10]=[CH:9][C:8]([N:11]3[CH2:16][CH2:15][N:14]([C:17]([O:19][C:20]4[CH:25]=[CH:24]C([N+]([O-])=O)=C[CH:21]=4)=[O:18])[CH2:13][CH2:12]3)=[N:7][C:6]=12.[O:29]1CC[C@H](O)C1.[H-].[Na+]. The catalyst is C1COCC1.CCOC(C)=O. The product is [Br:1][C:2]1[CH:3]=[N:4][N:5]2[CH:10]=[CH:9][C:8]([N:11]3[CH2:16][CH2:15][N:14]([C:17]([O:19][C@H:20]4[CH2:25][CH2:24][O:29][CH2:21]4)=[O:18])[CH2:13][CH2:12]3)=[N:7][C:6]=12. The yield is 0.760. (3) The reactants are [CH2:1]([I:3])[CH3:2].[Cl:4][C:5]1[CH:10]=[CH:9][C:8]([C:11]2([CH2:14][N:15]3[CH2:19][CH2:18][CH2:17][CH2:16]3)[CH2:13][CH2:12]2)=[CH:7][CH:6]=1. The catalyst is CO. The product is [I-:3].[Cl:4][C:5]1[CH:10]=[CH:9][C:8]([C:11]2([CH2:14][N+:15]3([CH2:1][CH3:2])[CH2:19][CH2:18][CH2:17][CH2:16]3)[CH2:12][CH2:13]2)=[CH:7][CH:6]=1. The yield is 0.930. (4) The reactants are [Cl:1][C:2]1[CH:7]=[CH:6][C:5]([S:8]([C:11]2[CH:16]=[CH:15][C:14]([N+:17]([O-])=O)=[CH:13][CH:12]=2)(=[O:10])=[O:9])=[CH:4][C:3]=1[C:20]([F:23])([F:22])[F:21]. The catalyst is Cl.O.C(O)C.[Fe]. The product is [Cl:1][C:2]1[CH:7]=[CH:6][C:5]([S:8]([C:11]2[CH:12]=[CH:13][C:14]([NH2:17])=[CH:15][CH:16]=2)(=[O:9])=[O:10])=[CH:4][C:3]=1[C:20]([F:23])([F:21])[F:22]. The yield is 0.790. (5) The catalyst is CO.[Pd]. The reactants are Cl[C:2]1[C:11]2[C:6](=[CH:7][CH:8]=[C:9]([O:12][CH3:13])[CH:10]=2)[N:5]=[C:4]([C:14]2[CH:22]=[CH:21][C:17]([C:18]([OH:20])=[O:19])=[CH:16][CH:15]=2)[C:3]=1[F:23]. The product is [F:23][C:3]1[C:4]([C:14]2[CH:22]=[CH:21][C:17]([C:18]([OH:20])=[O:19])=[CH:16][CH:15]=2)=[N:5][C:6]2[C:11]([CH:2]=1)=[CH:10][C:9]([O:12][CH3:13])=[CH:8][CH:7]=2. The yield is 0.660. (6) The reactants are [C:1](N1C=CN=C1)([N:3]1[CH:7]=[CH:6][N:5]=[CH:4]1)=[O:2].[OH:13][C:14]([CH3:18])([CH3:17])[C:15]#[N:16].O. The catalyst is C(Cl)Cl. The product is [N:3]1([C:1]([O:13][C:14]([C:15]#[N:16])([CH3:18])[CH3:17])=[O:2])[CH:7]=[CH:6][N:5]=[CH:4]1. The yield is 0.500. (7) No catalyst specified. The yield is 0.720. The product is [Cl:1][C:2]1[CH:15]=[CH:14][C:5]([CH2:6][S:7](/[CH:10]=[CH:11]/[C:20]2[CH:23]=[CH:24][C:17]([F:16])=[CH:18][CH:19]=2)(=[O:9])=[O:8])=[CH:4][CH:3]=1. The reactants are [Cl:1][C:2]1[CH:15]=[CH:14][C:5]([CH2:6][S:7]([CH2:10][C:11](O)=O)(=[O:9])=[O:8])=[CH:4][CH:3]=1.[F:16][C:17]1[CH:24]=[CH:23][C:20](C=O)=[CH:19][CH:18]=1. (8) The reactants are [Cl:1][C:2]1[CH:12]=[CH:11][C:5]2[CH2:6][CH2:7][NH:8][CH2:9][CH2:10][C:4]=2[C:3]=1[CH2:13][S:14][C:15]1[S:16][C:17]([NH:20][CH2:21][CH:22]2[CH2:24][CH2:23]2)=[N:18][N:19]=1.[C:25]([OH:32])(=[O:31])[CH2:26][CH2:27][C:28]([OH:30])=[O:29]. The catalyst is C(O)C. The product is [C:25]([OH:32])(=[O:31])[CH2:26][CH2:27][C:28]([OH:30])=[O:29].[Cl:1][C:2]1[CH:12]=[CH:11][C:5]2[CH2:6][CH2:7][NH:8][CH2:9][CH2:10][C:4]=2[C:3]=1[CH2:13][S:14][C:15]1[S:16][C:17]([NH:20][CH2:21][CH:22]2[CH2:24][CH2:23]2)=[N:18][N:19]=1. The yield is 1.00. (9) The reactants are [C:1]1([O:8][CH3:9])[C:2](=[CH:4][CH:5]=[CH:6][CH:7]=1)[OH:3].S(C1C=CC(C)=CC=1)(OC[CH2:15][Cl:16])(=O)=O.[C:24](=O)([O-])[O-].[K+].[K+]. The catalyst is CC(=O)CC. The product is [Cl:16][CH2:15][CH2:9][O:8][C:1]1[CH:7]=[CH:6][CH:5]=[CH:4][C:2]=1[O:3][CH3:24]. The yield is 0.520.